Predict the reactants needed to synthesize the given product. From a dataset of Full USPTO retrosynthesis dataset with 1.9M reactions from patents (1976-2016). (1) Given the product [F:34][C:30]1[CH:29]=[C:28]2[C:33]([CH:25]([CH2:24][CH2:23][NH:22][C:11]3[N:10]=[C:9]([NH:8][C@@H:4]4[CH2:5][CH2:6][CH2:7][C@@H:2]([OH:1])[C:3]4([CH3:20])[CH3:19])[C:14]([C:15]#[N:16])=[CH:13][N:12]=3)[C:26](=[O:35])[NH:27]2)=[CH:32][CH:31]=1, predict the reactants needed to synthesize it. The reactants are: [OH:1][C@@H:2]1[CH2:7][CH2:6][CH2:5][C@@H:4]([NH:8][C:9]2[C:14]([C:15]#[N:16])=[CH:13][N:12]=[C:11](SC)[N:10]=2)[C:3]1([CH3:20])[CH3:19].Cl.[NH2:22][CH2:23][CH2:24][CH:25]1[C:33]2[C:28](=[CH:29][C:30]([F:34])=[CH:31][CH:32]=2)[NH:27][C:26]1=[O:35].CCN(C(C)C)C(C)C. (2) Given the product [CH3:28][N:25]1[C:26](=[O:27])[N:22]([C:14]2[CH:15]=[C:16]([N+:19]([O-:21])=[O:20])[CH:17]=[CH:18][C:13]=2[O:11][CH:9]2[CH2:10][O:7][CH2:8]2)[N:23]=[N:24]1, predict the reactants needed to synthesize it. The reactants are: C(O[K])(C)(C)C.[O:7]1[CH2:10][CH:9]([OH:11])[CH2:8]1.F[C:13]1[CH:18]=[CH:17][C:16]([N+:19]([O-:21])=[O:20])=[CH:15][C:14]=1[N:22]1[C:26](=[O:27])[N:25]([CH3:28])[N:24]=[N:23]1. (3) Given the product [C:1]([O:5][C:6]([NH:8][C:9]1([CH3:15])[CH2:10][CH2:11][N:12]([C:28]2[CH:29]=[C:24]([Cl:23])[N:25]=[CH:26][N:27]=2)[CH2:13][CH2:14]1)=[O:7])([CH3:4])([CH3:2])[CH3:3], predict the reactants needed to synthesize it. The reactants are: [C:1]([O:5][C:6]([NH:8][C:9]1([CH3:15])[CH2:14][CH2:13][NH:12][CH2:11][CH2:10]1)=[O:7])([CH3:4])([CH3:3])[CH3:2].C(N(CC)CC)C.[Cl:23][C:24]1[CH:29]=[C:28](Cl)[N:27]=[CH:26][N:25]=1. (4) Given the product [CH3:17][C:12]1[CH:11]=[C:10]([N:8]([CH2:7][CH2:6][C:3]2[CH:4]=[CH:5][S:1][CH:2]=2)[C:22](=[O:21])[C@@H:23]([OH:24])[C:25]2[CH:30]=[CH:29][CH:28]=[CH:27][CH:26]=2)[CH:15]=[CH:14][C:13]=1[CH3:16], predict the reactants needed to synthesize it. The reactants are: [S:1]1[CH:5]=[CH:4][C:3]([CH2:6][CH2:7][NH2:8])=[CH:2]1.I[C:10]1[CH:11]=[C:12]([CH3:17])[C:13]([CH3:16])=[CH:14][CH:15]=1.C([O:21][C:22](=O)[C@H:23]([C:25]1[CH:30]=[CH:29][CH:28]=[CH:27][CH:26]=1)[OH:24])(=O)C. (5) Given the product [OH:29][C@@:22]1([C:20]#[C:21][C:2]2[CH:3]=[C:4]([C:8]3[N:12]4[N:13]=[CH:14][CH:15]=[CH:16][C:11]4=[C:10]([C:17]([NH2:19])=[O:18])[N:9]=3)[CH:5]=[CH:6][CH:7]=2)[CH2:26][CH2:25][N:24]([CH3:27])[C:23]1=[O:28], predict the reactants needed to synthesize it. The reactants are: Br[C:2]1[CH:3]=[C:4]([C:8]2[N:12]3[N:13]=[CH:14][CH:15]=[CH:16][C:11]3=[C:10]([C:17]([NH2:19])=[O:18])[N:9]=2)[CH:5]=[CH:6][CH:7]=1.[C:20]([C@:22]1([OH:29])[CH2:26][CH2:25][N:24]([CH3:27])[C:23]1=[O:28])#[CH:21].